Dataset: TCR-epitope binding with 47,182 pairs between 192 epitopes and 23,139 TCRs. Task: Binary Classification. Given a T-cell receptor sequence (or CDR3 region) and an epitope sequence, predict whether binding occurs between them. (1) The epitope is FLKEKGGL. The TCR CDR3 sequence is CASSLAAGGPYEQYF. Result: 1 (the TCR binds to the epitope). (2) The epitope is FLYNLLTRV. The TCR CDR3 sequence is CASSHGQGMKTQYF. Result: 0 (the TCR does not bind to the epitope). (3) The epitope is LLLGIGILV. The TCR CDR3 sequence is CASSLARGVLMNTEAFF. Result: 0 (the TCR does not bind to the epitope). (4) The epitope is ILHCANFNV. The TCR CDR3 sequence is CASSQGLSYNEQFF. Result: 0 (the TCR does not bind to the epitope). (5) The epitope is YFPLQSYGF. The TCR CDR3 sequence is CSPGVVTEAFF. Result: 1 (the TCR binds to the epitope). (6) Result: 1 (the TCR binds to the epitope). The TCR CDR3 sequence is CASGPGGGYEQFF. The epitope is GTSGSPIIDK. (7) Result: 1 (the TCR binds to the epitope). The TCR CDR3 sequence is CASSQLDSSLQETQYF. The epitope is ELAGIGILTV. (8) The epitope is LLFNKVTLA. The TCR CDR3 sequence is CASSDSGQGWIEKLFF. Result: 0 (the TCR does not bind to the epitope). (9) Result: 0 (the TCR does not bind to the epitope). The epitope is YFPLQSYGF. The TCR CDR3 sequence is CASSQDHNGELFF. (10) The epitope is YIFFASFYY. The TCR CDR3 sequence is CASRIQGATADTQYF. Result: 0 (the TCR does not bind to the epitope).